Predict which catalyst facilitates the given reaction. From a dataset of Catalyst prediction with 721,799 reactions and 888 catalyst types from USPTO. (1) Reactant: [CH3:1][N:2]1[CH2:7][CH2:6][C:5](=[CH:8][C:9]2[CH:19]=[CH:18][C:12]([C:13]([O:15][CH2:16][CH3:17])=[O:14])=[CH:11][C:10]=2[C:20]([F:23])([F:22])[F:21])[CH2:4][CH2:3]1. Product: [CH3:1][N:2]1[CH2:3][CH2:4][CH:5]([CH2:8][C:9]2[CH:19]=[CH:18][C:12]([C:13]([O:15][CH2:16][CH3:17])=[O:14])=[CH:11][C:10]=2[C:20]([F:21])([F:23])[F:22])[CH2:6][CH2:7]1. The catalyst class is: 129. (2) Reactant: [N:1]1([C:6]([NH:8][C:9]2[NH:10][C:11]([CH3:16])=[CH:12][C:13](=[O:15])[N:14]=2)=[O:7])[CH:5]=[CH:4][N:3]=[CH:2]1.[CH3:17][NH:18][CH2:19][CH:20](N)N. Product: [CH3:2][N:3]([CH2:4][CH2:5][NH:1][C:6]([NH:8][C:17]1[NH:18][C:19]([CH3:20])=[CH:12][C:13](=[O:15])[N:14]=1)=[O:7])[CH2:4][CH2:5][NH:1][C:6]([NH:8][C:9]1[NH:10][C:11]([CH3:16])=[CH:12][C:13](=[O:15])[N:14]=1)=[O:7]. The catalyst class is: 4. (3) Reactant: [C:1]([O:5][C:6](=[O:48])[N:7]([CH2:9][C@H:10]([O:40][Si](C(C)(C)C)(C)C)[C@H:11]([CH3:39])[CH2:12][N:13]([C@@H:26]([CH3:38])[CH2:27][O:28][CH2:29][C:30]1[CH:35]=[CH:34][C:33]([O:36][CH3:37])=[CH:32][CH:31]=1)[C:14](=[O:25])[C:15]1[CH:20]=[CH:19][CH:18]=[C:17]([N+:21]([O-:23])=[O:22])[C:16]=1F)[CH3:8])([CH3:4])([CH3:3])[CH3:2].[F-].[Cs+].C(Cl)(Cl)Cl. Product: [CH3:37][O:36][C:33]1[CH:34]=[CH:35][C:30]([CH2:29][O:28][CH2:27][C@@H:26]([N:13]2[CH2:12][C@@H:11]([CH3:39])[C@H:10]([CH2:9][N:7]([CH3:8])[C:6](=[O:48])[O:5][C:1]([CH3:4])([CH3:3])[CH3:2])[O:40][C:16]3[C:17]([N+:21]([O-:23])=[O:22])=[CH:18][CH:19]=[CH:20][C:15]=3[C:14]2=[O:25])[CH3:38])=[CH:31][CH:32]=1. The catalyst class is: 3. (4) Product: [CH:22]1([C:21]2[N:17]([CH:14]3[CH2:13][CH2:12][NH:11][CH2:16][CH2:15]3)[N:18]=[CH:19][C:20]=2[C:25]([O:27][CH3:28])=[O:26])[CH2:23][CH2:24]1. The catalyst class is: 129. Reactant: C(OC([N:11]1[CH2:16][CH2:15][CH:14]([N:17]2[C:21]([CH:22]3[CH2:24][CH2:23]3)=[C:20]([C:25]([O:27][CH3:28])=[O:26])[CH:19]=[N:18]2)[CH2:13][CH2:12]1)=O)C1C=CC=CC=1. (5) Reactant: [Cl:1][C:2]1[CH:7]=[CH:6][C:5]([S:8]([CH:11]([C:18]2[CH:23]=[C:22]([F:24])[CH:21]=[CH:20][C:19]=2[F:25])[CH2:12][CH2:13][S:14][CH2:15][CH2:16][OH:17])(=[O:10])=[O:9])=[CH:4][CH:3]=1.ClC1C=CC=C(C(OO)=[O:34])C=1. Product: [Cl:1][C:2]1[CH:3]=[CH:4][C:5]([S:8]([CH:11]([C:18]2[CH:23]=[C:22]([F:24])[CH:21]=[CH:20][C:19]=2[F:25])[CH2:12][CH2:13][S:14]([CH2:15][CH2:16][OH:17])=[O:34])(=[O:10])=[O:9])=[CH:6][CH:7]=1. The catalyst class is: 268.